Dataset: Forward reaction prediction with 1.9M reactions from USPTO patents (1976-2016). Task: Predict the product of the given reaction. (1) Given the reactants [NH2:1][C:2]1[CH:11]=[CH:10][C:5]([C:6]([NH:8][CH3:9])=[O:7])=[C:4]([F:12])[CH:3]=1.[Si]([C:17]#[N:18])(C)(C)C.[CH3:19][C:20]([CH3:22])=O, predict the reaction product. The product is: [C:17]([C:20]([NH:1][C:2]1[CH:11]=[CH:10][C:5]([C:6]([NH:8][CH3:9])=[O:7])=[C:4]([F:12])[CH:3]=1)([CH3:22])[CH3:19])#[N:18]. (2) Given the reactants C[O:2][C:3](=[O:40])[C:4]1[CH:9]=[C:8]([C:10]2[N:14]([CH3:15])[N:13]=[N:12][N:11]=2)[CH:7]=[C:6]([NH:16][C:17]([CH:19]2[CH2:23][CH2:22][C:21](=[O:24])[N:20]2[CH:25]2[CH2:30][CH2:29][N:28]([CH2:31][C:32]3[CH:37]=[CH:36][C:35]([Cl:38])=[C:34]([CH3:39])[CH:33]=3)[CH2:27][CH2:26]2)=[O:18])[CH:5]=1.[OH-].[Na+], predict the reaction product. The product is: [Cl:38][C:35]1[CH:36]=[CH:37][C:32]([CH2:31][N:28]2[CH2:27][CH2:26][CH:25]([N:20]3[C:21](=[O:24])[CH2:22][CH2:23][CH:19]3[C:17]([NH:16][C:6]3[CH:5]=[C:4]([CH:9]=[C:8]([C:10]4[N:14]([CH3:15])[N:13]=[N:12][N:11]=4)[CH:7]=3)[C:3]([OH:40])=[O:2])=[O:18])[CH2:30][CH2:29]2)=[CH:33][C:34]=1[CH3:39]. (3) Given the reactants [Cl:1][C:2]1[C:3]([NH:26][C:27]2[CH:36]=[CH:35][CH:34]=[CH:33][C:28]=2[C:29]([NH:31][CH3:32])=[O:30])=[N:4][C:5]([NH:8][C:9]2[CH:25]=[CH:24][C:12]3[CH2:13][CH2:14][N:15](C(=O)C(F)(F)F)[CH2:16][CH2:17][C:11]=3[CH:10]=2)=[N:6][CH:7]=1.C(=O)([O-])[O-].[K+].[K+], predict the reaction product. The product is: [Cl:1][C:2]1[C:3]([NH:26][C:27]2[CH:36]=[CH:35][CH:34]=[CH:33][C:28]=2[C:29]([NH:31][CH3:32])=[O:30])=[N:4][C:5]([NH:8][C:9]2[CH:25]=[CH:24][C:12]3[CH2:13][CH2:14][NH:15][CH2:16][CH2:17][C:11]=3[CH:10]=2)=[N:6][CH:7]=1. (4) Given the reactants [NH2:1][C:2](=[O:22])[C@@H:3]([NH:5][C:6]1[N:11]=[C:10]([C:12]2[CH:17]=[CH:16][N:15]=[C:14](F)[CH:13]=2)[N:9]=[C:8]([C:19]([NH2:21])=[O:20])[CH:7]=1)[CH3:4].[F:23][C:24]1[CH:29]=[CH:28][C:27]([OH:30])=[CH:26][CH:25]=1.C([O-])([O-])=O.[Cs+].[Cs+].C(Cl)Cl, predict the reaction product. The product is: [NH2:1][C:2](=[O:22])[C@@H:3]([NH:5][C:6]1[N:11]=[C:10]([C:12]2[CH:17]=[CH:16][N:15]=[C:14]([O:30][C:27]3[CH:28]=[CH:29][C:24]([F:23])=[CH:25][CH:26]=3)[CH:13]=2)[N:9]=[C:8]([C:19]([NH2:21])=[O:20])[CH:7]=1)[CH3:4]. (5) Given the reactants C(N1C2C(=CC(Br)=CC=2)N(C(OC(C)C)=O)C[C@@H]1C)(=O)C.[CH:22]1([C:25]([N:27]2[C:36]3[C:31](=[CH:32][C:33]([C:37]4[CH:38]=[N:39][NH:40][CH:41]=4)=[CH:34][CH:35]=3)[N:30]([C:42]([O:44][CH:45]([CH3:47])[CH3:46])=[O:43])[CH2:29][C@@H:28]2[CH3:48])=[O:26])CC1, predict the reaction product. The product is: [C:25]([N:27]1[C:36]2[C:31](=[CH:32][C:33]([C:37]3[CH:41]=[N:40][NH:39][CH:38]=3)=[CH:34][CH:35]=2)[N:30]([C:42]([O:44][CH:45]([CH3:47])[CH3:46])=[O:43])[CH2:29][C@@H:28]1[CH3:48])(=[O:26])[CH3:22]. (6) Given the reactants FC(F)(F)C(O)=O.[CH3:8][N:9]1[CH:13]([C:14]([O:16]C(C)(C)C)=[O:15])[CH2:12][N:11]([C:21]2[CH:26]=[C:25]([C:27]([F:30])([F:29])[F:28])[N:24]=[CH:23][N:22]=2)[C:10]1=[O:31].[Cl:32]CCl, predict the reaction product. The product is: [ClH:32].[CH3:8][N:9]1[CH:13]([C:14]([OH:16])=[O:15])[CH2:12][N:11]([C:21]2[CH:26]=[C:25]([C:27]([F:30])([F:29])[F:28])[N:24]=[CH:23][N:22]=2)[C:10]1=[O:31]. (7) Given the reactants Br[C:2]1[CH:3]=[C:4]([N:13]([CH2:20][CH3:21])[CH:14]2[CH2:19][CH2:18][O:17][CH2:16][CH2:15]2)[C:5]([CH3:12])=[C:6]([CH:11]=1)[C:7]([O:9][CH3:10])=[O:8].[C:22]([CH:24]1[CH2:29][CH2:28][N:27]([C:30]([O:32][C:33]([CH3:36])([CH3:35])[CH3:34])=[O:31])[CH2:26][CH2:25]1)#[CH:23].C(N(CC)CC)C, predict the reaction product. The product is: [CH2:20]([N:13]([CH:14]1[CH2:19][CH2:18][O:17][CH2:16][CH2:15]1)[C:4]1[CH:3]=[C:2]([C:23]#[C:22][CH:24]2[CH2:25][CH2:26][N:27]([C:30]([O:32][C:33]([CH3:36])([CH3:35])[CH3:34])=[O:31])[CH2:28][CH2:29]2)[CH:11]=[C:6]([C:7]([O:9][CH3:10])=[O:8])[C:5]=1[CH3:12])[CH3:21]. (8) Given the reactants Cl[CH2:2][C:3]([NH:5][C:6]1[S:7][C:8]2[N:9]=[C:10]([NH:15][C:16]3[CH:17]=[C:18]([NH:23][C:24](=[O:36])[C:25]4[CH:30]=[CH:29][CH:28]=[C:27]([C:31]([C:34]#[N:35])([CH3:33])[CH3:32])[CH:26]=4)[CH:19]=[CH:20][C:21]=3[CH3:22])[N:11]=[CH:12][C:13]=2[N:14]=1)=[O:4].CN(C)C=O.C(N(CC)CC)C.[NH:49]1[CH2:54][CH2:53][O:52][CH2:51][CH2:50]1, predict the reaction product. The product is: [C:34]([C:31]([C:27]1[CH:26]=[C:25]([CH:30]=[CH:29][CH:28]=1)[C:24]([NH:23][C:18]1[CH:19]=[CH:20][C:21]([CH3:22])=[C:16]([NH:15][C:10]2[N:11]=[CH:12][C:13]3[N:14]=[C:6]([NH:5][C:3](=[O:4])[CH2:2][N:49]4[CH2:54][CH2:53][O:52][CH2:51][CH2:50]4)[S:7][C:8]=3[N:9]=2)[CH:17]=1)=[O:36])([CH3:32])[CH3:33])#[N:35]. (9) Given the reactants [F:1][C:2]1[CH:7]=[CH:6][C:5]([C:8]2[CH:16]=[CH:15][CH:14]=[C:13]3[C:9]=2[CH2:10][C:11](=[O:17])[NH:12]3)=[CH:4][CH:3]=1.[N:18]1([CH2:23][CH2:24][NH:25][C:26]([C:28]2[CH:32]=[C:31]([CH3:33])[NH:30][C:29]=2[CH:34]=O)=[O:27])[CH:22]=[CH:21][N:20]=[N:19]1, predict the reaction product. The product is: [N:18]1([CH2:23][CH2:24][NH:25][C:26]([C:28]2[CH:32]=[C:31]([CH3:33])[NH:30][C:29]=2[CH:34]=[C:10]2[C:9]3[C:13](=[CH:14][CH:15]=[CH:16][C:8]=3[C:5]3[CH:4]=[CH:3][C:2]([F:1])=[CH:7][CH:6]=3)[NH:12][C:11]2=[O:17])=[O:27])[CH:22]=[CH:21][N:20]=[N:19]1. (10) Given the reactants [F:1][C:2]([F:7])([F:6])[C:3]([OH:5])=[O:4].[Cl:8][C:9]1[C:10]([F:27])=[C:11]([CH:24]=[CH:25][CH:26]=1)[CH2:12][NH:13][C:14]([C@@H:16]1[C@H:20]([N:21]=[N+:22]=[N-:23])[CH2:19][CH2:18][NH:17]1)=[O:15].COC([C@@H]1[C@@H](N=[N+]=[N-])CCN1C(OC(C)(C)C)=O)=O, predict the reaction product. The product is: [F:1][C:2]([F:7])([F:6])[C:3]([OH:5])=[O:4].[Cl:8][C:9]1[C:10]([F:27])=[C:11]([CH:24]=[CH:25][CH:26]=1)[CH2:12][NH:13][C:14]([C@@H:16]1[C@@H:20]([N:21]=[N+:22]=[N-:23])[CH2:19][CH2:18][NH:17]1)=[O:15].